This data is from Reaction yield outcomes from USPTO patents with 853,638 reactions. The task is: Predict the reaction yield, written as a fraction of the theoretical maximum amount of product (1.0 means a 100% yield; for example, 0.34 means a 34% yield). (1) The reactants are [Si:1]([O:8][CH2:9][CH:10]=O)([C:4]([CH3:7])([CH3:6])[CH3:5])([CH3:3])[CH3:2].[NH2:12][C:13]1[CH:23]=[CH:22][C:16]([C:17]([O:19][CH2:20][CH3:21])=[O:18])=[CH:15][CH:14]=1.C(O[BH-](OC(=O)C)OC(=O)C)(=O)C.[Na+].C(=O)([O-])O.[Na+]. The catalyst is ClCCl. The product is [Si:1]([O:8][CH2:9][CH2:10][NH:12][C:13]1[CH:14]=[CH:15][C:16]([C:17]([O:19][CH2:20][CH3:21])=[O:18])=[CH:22][CH:23]=1)([C:4]([CH3:5])([CH3:6])[CH3:7])([CH3:2])[CH3:3]. The yield is 0.950. (2) The reactants are [F:1][C:2]1[CH:7]=[CH:6][C:5]([S:8](Cl)(=[O:10])=[O:9])=[CH:4][CH:3]=1.[NH:12]1[C:20]2[C:15](=[CH:16][CH:17]=[CH:18][CH:19]=2)[CH:14]=[CH:13]1. No catalyst specified. The product is [F:1][C:2]1[CH:7]=[CH:6][C:5]([S:8]([N:12]2[C:20]3[C:15](=[CH:16][CH:17]=[CH:18][CH:19]=3)[CH:14]=[CH:13]2)(=[O:10])=[O:9])=[CH:4][CH:3]=1. The yield is 0.810. (3) The reactants are C([N-]C(C)C)(C)C.[Li+].[CH3:9][O:10][C:11]1[CH:12]=[C:13]([CH2:19][C:20]([OH:22])=[O:21])[CH:14]=[CH:15][C:16]=1[O:17][CH3:18].I[CH2:24][CH:25]1[CH2:29][CH2:28][CH2:27][CH2:26]1. The catalyst is O1CCCC1.CN1CCCN(C)C1=O.CN1CCCN(C)C1=O. The product is [CH:25]1([CH2:24][CH:19]([C:13]2[CH:14]=[CH:15][C:16]([O:17][CH3:18])=[C:11]([O:10][CH3:9])[CH:12]=2)[C:20]([OH:22])=[O:21])[CH2:29][CH2:28][CH2:27][CH2:26]1. The yield is 0.638.